Dataset: Peptide-MHC class I binding affinity with 185,985 pairs from IEDB/IMGT. Task: Regression. Given a peptide amino acid sequence and an MHC pseudo amino acid sequence, predict their binding affinity value. This is MHC class I binding data. (1) The peptide sequence is APIEHIASM. The MHC is HLA-B35:01 with pseudo-sequence HLA-B35:01. The binding affinity (normalized) is 0.834. (2) The peptide sequence is MLCLLLLSV. The MHC is HLA-A02:06 with pseudo-sequence HLA-A02:06. The binding affinity (normalized) is 0.465. (3) The peptide sequence is KVFSFWLLCK. The MHC is HLA-A03:01 with pseudo-sequence HLA-A03:01. The binding affinity (normalized) is 0.830. (4) The peptide sequence is FQWWRSHPL. The MHC is HLA-C15:02 with pseudo-sequence HLA-C15:02. The binding affinity (normalized) is 0.331.